From a dataset of Full USPTO retrosynthesis dataset with 1.9M reactions from patents (1976-2016). Predict the reactants needed to synthesize the given product. (1) Given the product [C:9]1([C:3]2[N:4]=[C:5]([NH2:8])[N:6]=[N:7][C:2]=2[C:21]2[CH:20]=[CH:19][CH:18]=[C:17]([C:16]([F:27])([F:26])[F:15])[CH:22]=2)[CH:14]=[CH:13][CH:12]=[CH:11][CH:10]=1, predict the reactants needed to synthesize it. The reactants are: Br[C:2]1[N:7]=[N:6][C:5]([NH2:8])=[N:4][C:3]=1[C:9]1[CH:14]=[CH:13][CH:12]=[CH:11][CH:10]=1.[F:15][C:16]([F:27])([F:26])[C:17]1[CH:18]=[C:19](B(O)O)[CH:20]=[CH:21][CH:22]=1. (2) The reactants are: [CH2:1]([O:3][O:4][P:5]([C:11]1[CH:12]=[C:13]2[C:17](=[CH:18][CH:19]=1)[N:16]=[C:15]([CH3:20])[C:14]2([CH3:22])[CH3:21])([O:7][O:8][CH2:9][CH3:10])=[O:6])[CH3:2].[CH2:23]([I:25])[CH3:24]. Given the product [I-:25].[CH2:9]([O:8][O:7][P:5]([C:11]1[CH:12]=[C:13]2[C:17](=[CH:18][CH:19]=1)[N+:16]([CH2:23][CH3:24])=[C:15]([CH3:20])[C:14]2([CH3:22])[CH3:21])([O:4][O:3][CH2:1][CH3:2])=[O:6])[CH3:10], predict the reactants needed to synthesize it. (3) Given the product [Br:1][C:2]1[CH:3]=[CH:4][C:5]2[O:10][C:12]([C:13]([O:15][CH3:16])=[O:14])=[CH:7][C:6]=2[CH:9]=1, predict the reactants needed to synthesize it. The reactants are: [Br:1][C:2]1[CH:3]=[CH:4][C:5]([OH:10])=[C:6]([CH:9]=1)[CH:7]=O.Br[CH2:12][C:13]([O:15][CH3:16])=[O:14].C(=O)([O-])[O-].[K+].[K+]. (4) Given the product [Cl:49][C:50]1[N:51]=[C:5]([N:63]2[CH2:68][CH2:67][O:66][CH2:65][CH2:64]2)[C:4]2[C:8](=[CH:9][C:10]([Br:11])=[C:2]([F:1])[CH:3]=2)[N:12]=1, predict the reactants needed to synthesize it. The reactants are: [F:1][C:2]1[CH:3]=[C:4]([C:8]([NH2:12])=[CH:9][C:10]=1[Br:11])[C:5](O)=O.OO.[OH-].[Na+].FC1C=C2C(=CC=1Br)NC(=O)NC2=O.NC(N)=O.O=P(Cl)(Cl)Cl.CCN(C(C)C)C(C)C.[Cl:49][C:50]1N=C(Cl)C2C(=CC(Br)=C(F)C=2)[N:51]=1.[NH:63]1[CH2:68][CH2:67][O:66][CH2:65][CH2:64]1. (5) Given the product [OH:5][CH:4]1[C:6]2[C:11](=[CH:10][CH:9]=[C:8]([OH:12])[CH:7]=2)[CH2:13][N:2]([C:16]([O:18][C:19]([CH3:22])([CH3:21])[CH3:20])=[O:17])[CH2:3]1, predict the reactants needed to synthesize it. The reactants are: Cl.[NH2:2][CH2:3][CH:4]([C:6]1[CH:7]=[C:8]([OH:12])[CH:9]=[CH:10][CH:11]=1)[OH:5].[CH2:13]=O.Cl.[C:16](O[C:16]([O:18][C:19]([CH3:22])([CH3:21])[CH3:20])=[O:17])([O:18][C:19]([CH3:22])([CH3:21])[CH3:20])=[O:17].[OH-].[Na+].